From a dataset of Forward reaction prediction with 1.9M reactions from USPTO patents (1976-2016). Predict the product of the given reaction. (1) The product is: [CH3:27][C:22]1[CH:21]=[C:20]([N:7]([CH2:8][CH2:9][C:10]2[CH:11]=[CH:12][C:13]([C:16]([F:19])([F:17])[F:18])=[CH:14][CH:15]=2)[C:5](=[O:6])[C:4](=[O:28])[CH3:29])[CH:25]=[CH:24][C:23]=1[CH3:26]. Given the reactants C(O[C:4](=[O:28])[C:5]([N:7]([C:20]1[CH:25]=[CH:24][C:23]([CH3:26])=[C:22]([CH3:27])[CH:21]=1)[CH2:8][CH2:9][C:10]1[CH:15]=[CH:14][C:13]([C:16]([F:19])([F:18])[F:17])=[CH:12][CH:11]=1)=[O:6])C.[CH3:29][Mg]Br, predict the reaction product. (2) The product is: [CH3:31][C:26]([N:4]1[CH2:3][CH2:2][N:1]([C:7]2[C:13]3[CH:14]=[CH:15][CH:16]=[CH:17][C:12]=3[S:11][C:10]3[CH:18]=[CH:19][CH:20]=[CH:21][C:9]=3[N:8]=2)[CH2:6][CH2:5]1)=[CH:27][CH3:28]. Given the reactants [N:1]1([C:7]2[C:13]3[CH:14]=[CH:15][CH:16]=[CH:17][C:12]=3[S:11][C:10]3[CH:18]=[CH:19][CH:20]=[CH:21][C:9]=3[N:8]=2)[CH2:6][CH2:5][NH:4][CH2:3][CH2:2]1.CC(C)=O.[C:26]1(C)[CH:31]=CC(S(O)(=O)=O)=[CH:28][CH:27]=1, predict the reaction product. (3) Given the reactants Cl[C:2]1[S:3][C:4]2[CH:10]=[C:9]([N+:11]([O-])=O)[CH:8]=[CH:7][C:5]=2[N:6]=1.[CH3:14][N:15]([CH3:21])[C@@H:16]1[CH2:20][CH2:19][NH:18][CH2:17]1.C(OCC)(=O)C, predict the reaction product. The product is: [CH3:14][N:15]([CH3:21])[CH:16]1[CH2:20][CH2:19][N:18]([C:2]2[S:3][C:4]3[CH:10]=[C:9]([NH2:11])[CH:8]=[CH:7][C:5]=3[N:6]=2)[CH2:17]1. (4) Given the reactants Cl[C:2]1[C:11]2=[N:12][N:13](CC3C=CC(OC)=CC=3)[CH:14]=[C:10]2[C:9]2[CH:8]=[C:7]([O:24][CH3:25])[CH:6]=[CH:5][C:4]=2[N:3]=1.[NH:26]1[C:30]2[CH:31]=[CH:32][C:33]([NH2:35])=[CH:34][C:29]=2[N:28]=[CH:27]1.Cl, predict the reaction product. The product is: [NH:26]1[C:30]2[CH:31]=[CH:32][C:33]([NH:35][C:2]3[C:11]4=[N:12][NH:13][CH:14]=[C:10]4[C:9]4[CH:8]=[C:7]([O:24][CH3:25])[CH:6]=[CH:5][C:4]=4[N:3]=3)=[CH:34][C:29]=2[N:28]=[CH:27]1. (5) Given the reactants [C:1]([CH:5]1[CH2:10][CH2:9][CH:8]([C:11]([NH:13][CH:14]([C:17]2[C:18](=[O:27])[NH:19][C:20]([C:23]([CH3:26])([CH3:25])[CH3:24])=[N:21][N:22]=2)[CH2:15][CH3:16])=O)[CH2:7][CH2:6]1)([CH3:4])([CH3:3])[CH3:2].P(Cl)(Cl)(Cl)=O, predict the reaction product. The product is: [C:23]([C:20]1[NH:19][C:18](=[O:27])[C:17]2=[C:14]([CH2:15][CH3:16])[N:13]=[C:11]([CH:8]3[CH2:9][CH2:10][CH:5]([C:1]([CH3:4])([CH3:3])[CH3:2])[CH2:6][CH2:7]3)[N:22]2[N:21]=1)([CH3:26])([CH3:25])[CH3:24]. (6) Given the reactants [Cl:1][CH2:2][CH2:3][CH2:4][S:5]([O:8][CH2:9][C:10]([CH3:26])([CH3:25])[C@@H:11]([O:15][CH2:16][C:17]1[CH:22]=[CH:21][C:20]([O:23][CH3:24])=[CH:19][CH:18]=1)[C:12]([OH:14])=[O:13])(=[O:7])=[O:6].C(Cl)(=O)C(Cl)=O.[C:33]1([C@@H:39](O)[CH3:40])[CH:38]=[CH:37][CH:36]=[CH:35][CH:34]=1.N1C=CC=CC=1, predict the reaction product. The product is: [Cl:1][CH2:2][CH2:3][CH2:4][S:5]([O:8][CH2:9][C:10]([CH3:26])([CH3:25])[C@@H:11]([O:15][CH2:16][C:17]1[CH:22]=[CH:21][C:20]([O:23][CH3:24])=[CH:19][CH:18]=1)[C:12]([O:14][C@H:39]([C:33]1[CH:38]=[CH:37][CH:36]=[CH:35][CH:34]=1)[CH3:40])=[O:13])(=[O:7])=[O:6]. (7) Given the reactants [Br:1][C:2]1[CH:3]=[C:4]2[C:9](=[CH:10][CH:11]=1)[N:8]=[C:7](Cl)[CH:6]=[N:5]2.[CH3:13][NH2:14], predict the reaction product. The product is: [Br:1][C:2]1[CH:3]=[C:4]2[C:9](=[CH:10][CH:11]=1)[N:8]=[C:7]([NH:14][CH3:13])[CH:6]=[N:5]2.